This data is from Forward reaction prediction with 1.9M reactions from USPTO patents (1976-2016). The task is: Predict the product of the given reaction. Given the reactants [NH2:1][C:2]1[O:6][N:5]=[C:4]([C:7]([F:10])([F:9])[F:8])[C:3]=1[CH3:11].[C:12]1([C:22]2[CH:27]=[CH:26][CH:25]=[CH:24][CH:23]=2)[CH:17]=[CH:16][C:15]([S:18](Cl)(=[O:20])=[O:19])=[CH:14][CH:13]=1, predict the reaction product. The product is: [CH3:11][C:3]1[C:4]([C:7]([F:10])([F:9])[F:8])=[N:5][O:6][C:2]=1[NH:1][S:18]([C:15]1[CH:14]=[CH:13][C:12]([C:22]2[CH:27]=[CH:26][CH:25]=[CH:24][CH:23]=2)=[CH:17][CH:16]=1)(=[O:20])=[O:19].